From a dataset of Catalyst prediction with 721,799 reactions and 888 catalyst types from USPTO. Predict which catalyst facilitates the given reaction. (1) Reactant: C1(N)C(F)=C(F)C(F)=C(N)C=1F.[ClH:13].Cl.[NH2:15][CH:16]1[CH2:21][CH2:20][N:19]([CH2:22][CH:23]2[C:33]3=[C:34]4[C:29](=[CH:30][CH:31]=[CH:32]3)[CH:28]=[CH:27][C:26](=[O:35])[N:25]4[CH2:24]2)[CH2:18][CH2:17]1.C(N(CC)CC)C.[O:43]=[C:44]1[CH2:49][S:48][C:47]2[CH:50]=[CH:51][C:52]([CH:54]=O)=[N:53][C:46]=2[NH:45]1.C(O[BH-](OC(=O)C)OC(=O)C)(=O)C.[Na+]. Product: [ClH:13].[O:43]=[C:44]1[CH2:49][S:48][C:47]2[CH:50]=[CH:51][C:52]([CH2:54][NH:15][CH:16]3[CH2:21][CH2:20][N:19]([CH2:22][CH:23]4[C:33]5=[C:34]6[C:29](=[CH:30][CH:31]=[CH:32]5)[CH:28]=[CH:27][C:26](=[O:35])[N:25]6[CH2:24]4)[CH2:18][CH2:17]3)=[N:53][C:46]=2[NH:45]1. The catalyst class is: 138. (2) Reactant: [NH:1]1[CH:5]=[CH:4][CH:3]=[C:2]1[CH:6]=[O:7].[H-].[Na+].Br[CH:11]1[CH2:15][CH2:14][CH2:13][CH2:12]1. Product: [CH:11]1([N:1]2[CH:5]=[CH:4][CH:3]=[C:2]2[CH:6]=[O:7])[CH2:15][CH2:14][CH2:13][CH2:12]1. The catalyst class is: 148. (3) Reactant: [Br:1][C:2]1[C:7]([F:8])=[CH:6][C:5]([OH:9])=[C:4]([O:10][CH3:11])[CH:3]=1.[F:12][C:13]([F:26])([F:25])[S:14](O[S:14]([C:13]([F:26])([F:25])[F:12])(=[O:16])=[O:15])(=[O:16])=[O:15].O.COC(C)(C)C. Product: [Br:1][C:2]1[C:7]([F:8])=[CH:6][C:5]([O:9][S:14]([C:13]([F:26])([F:25])[F:12])(=[O:16])=[O:15])=[C:4]([O:10][CH3:11])[CH:3]=1. The catalyst class is: 17. (4) Reactant: [C:1]([O:4][CH2:5][C:6]1[N:7]=[C:8]([C:11]2[CH:16]=[CH:15][CH:14]=[C:13]([C:17]([F:20])([F:19])[F:18])[CH:12]=2)[S:9][CH:10]=1)(=[O:3])[CH3:2].[Br:21]Br.S([O-])([O-])(=O)=S.[Na+].[Na+]. Product: [C:1]([O:4][CH2:5][C:6]1[N:7]=[C:8]([C:11]2[CH:16]=[CH:15][CH:14]=[C:13]([C:17]([F:18])([F:19])[F:20])[CH:12]=2)[S:9][C:10]=1[Br:21])(=[O:3])[CH3:2]. The catalyst class is: 15. (5) Reactant: N1C=CC=CC=1.[CH3:7][C:8]([CH3:27])([CH3:26])[C:9]([NH:11][C:12]1[C:20]([O:21][CH3:22])=[C:19]([F:23])[C:18]([I:24])=[C:17]([CH3:25])[C:13]=1[C:14]([NH2:16])=O)=[O:10].FC(F)(F)S(OS(C(F)(F)F)(=O)=O)(=O)=O. Product: [C:14]([C:13]1[C:17]([CH3:25])=[C:18]([I:24])[C:19]([F:23])=[C:20]([O:21][CH3:22])[C:12]=1[NH:11][C:9](=[O:10])[C:8]([CH3:26])([CH3:7])[CH3:27])#[N:16]. The catalyst class is: 768. (6) Reactant: [C:1]([CH2:4][N:5]([CH2:25][C:26]1[O:27][CH:28]=[CH:29][CH:30]=1)[CH2:6][CH2:7][C:8]1[CH:13]=[CH:12][C:11]([S:14][C:15]([CH3:24])([CH3:23])[C:16]([O:18][C:19]([CH3:22])([CH3:21])[CH3:20])=[O:17])=[CH:10][CH:9]=1)([OH:3])=O.OC1C2N=NNC=2C=CC=1.[CH3:41][C:42]1[CH:48]=[C:47]([O:49][CH3:50])[C:46]([CH3:51])=[CH:45][C:43]=1[NH2:44].Cl.CN(C)CCCN=C=NCC. Product: [CH3:41][C:42]1[CH:48]=[C:47]([O:49][CH3:50])[C:46]([CH3:51])=[CH:45][C:43]=1[NH:44][C:1](=[O:3])[CH2:4][N:5]([CH2:25][C:26]1[O:27][CH:28]=[CH:29][CH:30]=1)[CH2:6][CH2:7][C:8]1[CH:13]=[CH:12][C:11]([S:14][C:15]([CH3:23])([CH3:24])[C:16]([O:18][C:19]([CH3:22])([CH3:21])[CH3:20])=[O:17])=[CH:10][CH:9]=1. The catalyst class is: 236. (7) Reactant: [Cl:1][C:2]1[CH:8]=[CH:7][C:5]([NH2:6])=[C:4]([F:9])[CH:3]=1.[CH3:10][S:11]([CH:14]=[CH2:15])(=[O:13])=[O:12].C(=O)([O-])[O-].[Cs+].[Cs+]. Product: [Cl:1][C:2]1[CH:8]=[CH:7][C:5]([NH:6][CH2:15][CH2:14][S:11]([CH3:10])(=[O:13])=[O:12])=[C:4]([F:9])[CH:3]=1. The catalyst class is: 10.